Predict the product of the given reaction. From a dataset of Forward reaction prediction with 1.9M reactions from USPTO patents (1976-2016). (1) Given the reactants [CH2:1]([O:3][C:4]1[CH:5]([CH3:16])[N:6]=[C:7]([O:13][CH2:14][CH3:15])[C@H:8]([CH:10]([CH3:12])[CH3:11])[N:9]=1)[CH3:2].[Cl:17][C:18]1[CH:23]=[C:22]([O:24][C:25]2[CH:30]=[CH:29][CH:28]=[C:27]([C:31]([F:34])([F:33])[F:32])[CH:26]=2)[CH:21]=[CH:20][C:19]=1[CH2:35][CH2:36]I, predict the reaction product. The product is: [Cl:17][C:18]1[CH:23]=[C:22]([O:24][C:25]2[CH:30]=[CH:29][CH:28]=[C:27]([C:31]([F:34])([F:33])[F:32])[CH:26]=2)[CH:21]=[CH:20][C:19]=1[CH2:35][CH2:36][C@:5]1([CH3:16])[C:4]([O:3][CH2:1][CH3:2])=[N:9][C@@H:8]([CH:10]([CH3:11])[CH3:12])[C:7]([O:13][CH2:14][CH3:15])=[N:6]1. (2) Given the reactants [Cl:1][C:2]1[CH:7]=[C:6]([Cl:8])[CH:5]=[CH:4][C:3]=1[C:9]1[N:10]=[C:11]([CH2:16][C:17]2[CH:22]=[CH:21][C:20]([C:23]3[CH:28]=[CH:27][C:26]([OH:29])=[CH:25][CH:24]=3)=[CH:19][CH:18]=2)[N:12]([CH2:14][CH3:15])[CH:13]=1.F[C:31]1[CH:32]=[CH:33][C:34]([N+:41]([O-:43])=[O:42])=[C:35]([CH:40]=1)[C:36]([O:38][CH3:39])=[O:37], predict the reaction product. The product is: [CH3:39][O:38][C:36](=[O:37])[C:35]1[CH:40]=[C:31]([O:29][C:26]2[CH:25]=[CH:24][C:23]([C:20]3[CH:21]=[CH:22][C:17]([CH2:16][C:11]4[N:12]([CH2:14][CH3:15])[CH:13]=[C:9]([C:3]5[CH:4]=[CH:5][C:6]([Cl:8])=[CH:7][C:2]=5[Cl:1])[N:10]=4)=[CH:18][CH:19]=3)=[CH:28][CH:27]=2)[CH:32]=[CH:33][C:34]=1[N+:41]([O-:43])=[O:42].